Dataset: Catalyst prediction with 721,799 reactions and 888 catalyst types from USPTO. Task: Predict which catalyst facilitates the given reaction. (1) Reactant: [F:1][C:2]1[CH:7]=[CH:6][C:5]([N:8]2[C:12]3([CH2:17][CH2:16][NH:15][CH2:14][CH2:13]3)[C:11](=[O:18])[N:10]([CH2:19][C:20]3[CH:32]=[CH:31][CH:30]=[CH:29][C:21]=3[C:22]([O:24][C:25]([CH3:28])([CH3:27])[CH3:26])=[O:23])[CH2:9]2)=[CH:4][CH:3]=1.[I-].[Na+].C(=O)([O-])[O-].[K+].[K+].Cl[CH2:42][CH2:43][CH2:44][N:45]1[C:53]2[C:48](=[CH:49][CH:50]=[CH:51][CH:52]=2)[C:47]2([CH2:55][CH2:54]2)[C:46]1=[O:56]. Product: [F:1][C:2]1[CH:7]=[CH:6][C:5]([N:8]2[C:12]3([CH2:13][CH2:14][N:15]([CH2:42][CH2:43][CH2:44][N:45]4[C:53]5[C:48](=[CH:49][CH:50]=[CH:51][CH:52]=5)[C:47]5([CH2:55][CH2:54]5)[C:46]4=[O:56])[CH2:16][CH2:17]3)[C:11](=[O:18])[N:10]([CH2:19][C:20]3[CH:32]=[CH:31][CH:30]=[CH:29][C:21]=3[C:22]([O:24][C:25]([CH3:28])([CH3:26])[CH3:27])=[O:23])[CH2:9]2)=[CH:4][CH:3]=1. The catalyst class is: 131. (2) Reactant: [Cl:1][C:2]1[C:3]([N:15]([CH3:33])[CH:16]2[CH2:20][CH2:19][C:18]3([CH2:25][CH2:24][CH2:23][N:22](C(OC(C)(C)C)=O)[CH2:21]3)[CH2:17]2)=[N:4][C:5]([NH:8][C:9]2[CH:10]=[N:11][N:12]([CH3:14])[CH:13]=2)=[N:6][CH:7]=1.Cl.CCOC(C)=O. Product: [Cl:1][C:2]1[C:3]([N:15]([CH3:33])[CH:16]2[CH2:20][CH2:19][C:18]3([CH2:25][CH2:24][CH2:23][NH:22][CH2:21]3)[CH2:17]2)=[N:4][C:5]([NH:8][C:9]2[CH:10]=[N:11][N:12]([CH3:14])[CH:13]=2)=[N:6][CH:7]=1. The catalyst class is: 2. (3) Reactant: Br[C:2]1[CH:3]=[C:4]([N:8]2[CH2:12][CH2:11][CH:10]([O:13][Si:14]([C:17]([CH3:20])([CH3:19])[CH3:18])([CH3:16])[CH3:15])[CH2:9]2)[CH:5]=[CH:6][CH:7]=1.[B:21]1([B:21]2[O:25][C:24]([CH3:27])([CH3:26])[C:23]([CH3:29])([CH3:28])[O:22]2)[O:25][C:24]([CH3:27])([CH3:26])[C:23]([CH3:29])([CH3:28])[O:22]1.CC([O-])=O.[K+]. Product: [Si:14]([O:13][CH:10]1[CH2:11][CH2:12][N:8]([C:4]2[CH:5]=[CH:6][CH:7]=[C:2]([B:21]3[O:25][C:24]([CH3:27])([CH3:26])[C:23]([CH3:29])([CH3:28])[O:22]3)[CH:3]=2)[CH2:9]1)([C:17]([CH3:20])([CH3:19])[CH3:18])([CH3:16])[CH3:15]. The catalyst class is: 151. (4) Reactant: [O:1]1[C:5]([C:6]2[CH:11]=[CH:10][CH:9]=[CH:8][C:7]=2[OH:12])=[CH:4][CH:3]=[N:2]1.O[CH:14]1[CH2:19][CH2:18][N:17]([S:20](/[CH:23]=[CH:24]/[C:25]2[CH:30]=[CH:29][CH:28]=[CH:27][CH:26]=2)(=[O:22])=[O:21])[CH2:16][CH2:15]1.C1(P(C2C=CC=CC=2)C2C=CC=CC=2)C=CC=CC=1.CC(OC(/N=N/C(OC(C)C)=O)=O)C. Product: [O:1]1[C:5]([C:6]2[CH:11]=[CH:10][CH:9]=[CH:8][C:7]=2[O:12][CH:14]2[CH2:15][CH2:16][N:17]([S:20](/[CH:23]=[CH:24]/[C:25]3[CH:26]=[CH:27][CH:28]=[CH:29][CH:30]=3)(=[O:22])=[O:21])[CH2:18][CH2:19]2)=[CH:4][CH:3]=[N:2]1. The catalyst class is: 2. (5) Reactant: C([O:3][C:4]1[C:5](=O)[CH:6]([C:10](=O)[C:11]([O:13][CH2:14][CH3:15])=[O:12])[CH2:7][CH2:8][CH:9]=1)C.O.[NH2:19][NH2:20]. Product: [O:3]=[C:4]1[C:5]2[NH:20][N:19]=[C:10]([C:11]([O:13][CH2:14][CH3:15])=[O:12])[C:6]=2[CH2:7][CH2:8][CH2:9]1. The catalyst class is: 8. (6) Reactant: [F:1][C:2]([F:22])([F:21])[CH2:3][N:4]1[C:9](=[O:10])[C:8]([O:11]C)=[C:7]([C:13]2[CH:18]=[CH:17][C:16]([S:19][CH3:20])=[CH:15][CH:14]=2)[CH:6]=[N:5]1.Br.O. Product: [F:22][C:2]([F:1])([F:21])[CH2:3][N:4]1[C:9](=[O:10])[C:8]([OH:11])=[C:7]([C:13]2[CH:18]=[CH:17][C:16]([S:19][CH3:20])=[CH:15][CH:14]=2)[CH:6]=[N:5]1. The catalyst class is: 15. (7) Reactant: [CH:1]1([C:4]2[C:8](B3OC(C)(C)C(C)(C)O3)=[CH:7][N:6]([S:18]([C:21]3[CH:26]=[CH:25][C:24]([CH3:27])=[CH:23][CH:22]=3)(=[O:20])=[O:19])[N:5]=2)[CH2:3][CH2:2]1.Cl[C:29]1[CH:39]=[CH:38][C:32]([C:33]([O:35][CH2:36][CH3:37])=[O:34])=[CH:31][N:30]=1.C(=O)([O-])[O-].[Na+].[Na+]. Product: [CH:1]1([C:4]2[C:8]([C:29]3[N:30]=[CH:31][C:32]([C:33]([O:35][CH2:36][CH3:37])=[O:34])=[CH:38][CH:39]=3)=[CH:7][N:6]([S:18]([C:21]3[CH:26]=[CH:25][C:24]([CH3:27])=[CH:23][CH:22]=3)(=[O:20])=[O:19])[N:5]=2)[CH2:3][CH2:2]1. The catalyst class is: 708.